From a dataset of Full USPTO retrosynthesis dataset with 1.9M reactions from patents (1976-2016). Predict the reactants needed to synthesize the given product. (1) Given the product [CH3:1][O:2][P:3]([CH2:7][C:15]([C:16]1[CH:21]=[CH:20][CH:19]=[C:18]([CH2:22][C:23]2[CH:28]=[CH:27][CH:26]=[CH:25][CH:24]=2)[CH:17]=1)=[O:14])(=[O:6])[O:4][CH3:5], predict the reactants needed to synthesize it. The reactants are: [CH3:1][O:2][P:3]([CH3:7])(=[O:6])[O:4][CH3:5].[Li]CCCC.C[O:14][C:15](=O)[C:16]1[CH:21]=[CH:20][CH:19]=[C:18]([CH2:22][C:23]2[CH:28]=[CH:27][CH:26]=[CH:25][CH:24]=2)[CH:17]=1. (2) Given the product [CH2:1]([N:5]([CH2:7][C:8]1[S:12][C:11]([C:13]([OH:15])=[O:14])=[CH:10][CH:9]=1)[CH3:6])[CH2:2][CH2:3][CH3:4], predict the reactants needed to synthesize it. The reactants are: [CH2:1]([N:5]([CH2:7][C:8]1[S:12][C:11]([C:13]([O:15]C)=[O:14])=[CH:10][CH:9]=1)[CH3:6])[CH2:2][CH2:3][CH3:4].O.[OH-].[Li+]. (3) Given the product [C:58]1([NH:57][C:21]([C:15]2[C:14]3[C:18](=[CH:19][CH:20]=[C:12]([NH:11][S:8]([C:4]4[CH:5]=[CH:6][CH:7]=[C:2]([F:1])[CH:3]=4)(=[O:9])=[O:10])[CH:13]=3)[NH:17][N:16]=2)=[O:22])[CH:63]=[CH:62][CH:61]=[CH:60][CH:59]=1, predict the reactants needed to synthesize it. The reactants are: [F:1][C:2]1[CH:3]=[C:4]([S:8]([NH:11][C:12]2[CH:13]=[C:14]3[C:18](=[CH:19][CH:20]=2)[NH:17][N:16]=[C:15]3[C:21](O)=[O:22])(=[O:10])=[O:9])[CH:5]=[CH:6][CH:7]=1.CN(C(ON1N=NC2C=CC=NC1=2)=[N+](C)C)C.F[P-](F)(F)(F)(F)F.C(N(C(C)C)CC)(C)C.[NH2:57][C:58]1[CH:63]=[CH:62][CH:61]=[CH:60][CH:59]=1. (4) Given the product [CH:19]1([C:5]2[CH:6]=[C:7]([CH:13]=[C:14]([O:15][CH2:16][O:17][CH3:18])[C:4]=2[N:3]2[CH2:27][CH2:26][CH2:25][CH2:24][CH2:23]2)[C:8]([O:10][CH2:11][CH3:12])=[O:9])[CH2:21][CH2:20]1, predict the reactants needed to synthesize it. The reactants are: [H-].[Na+].[NH2:3][C:4]1[C:14]([O:15][CH2:16][O:17][CH3:18])=[CH:13][C:7]([C:8]([O:10][CH2:11][CH3:12])=[O:9])=[CH:6][C:5]=1[CH:19]1[CH2:21][CH2:20]1.Br[CH2:23][CH2:24][CH2:25][CH2:26][CH2:27]Br.O.